Dataset: Full USPTO retrosynthesis dataset with 1.9M reactions from patents (1976-2016). Task: Predict the reactants needed to synthesize the given product. (1) Given the product [CH:19]1([C:22]2[C:23]([N:31]3[CH2:32][CH2:33][N:34]([C:11]([C:10]4[CH:9]=[N:8][C:7]([N:3]5[CH2:4][CH2:5][CH2:6][S:2]5(=[O:1])=[O:18])=[CH:17][CH:16]=4)=[O:13])[CH2:35][CH2:36]3)=[N:24][CH:25]=[C:26]([CH:28]3[CH2:30][CH2:29]3)[CH:27]=2)[CH2:20][CH2:21]1, predict the reactants needed to synthesize it. The reactants are: [O:1]=[S:2]1(=[O:18])[CH2:6][CH2:5][CH2:4][N:3]1[C:7]1[CH:17]=[CH:16][C:10]([C:11]([O:13]CC)=O)=[CH:9][N:8]=1.[CH:19]1([C:22]2[C:23]([N:31]3[CH2:36][CH2:35][NH:34][CH2:33][CH2:32]3)=[N:24][CH:25]=[C:26]([CH:28]3[CH2:30][CH2:29]3)[CH:27]=2)[CH2:21][CH2:20]1. (2) Given the product [Br:12][C:3]1[C:4]2[S:8][CH:7]=[CH:6][C:5]=2[S:1][C:2]=1[CH:9]=[O:11], predict the reactants needed to synthesize it. The reactants are: [S:1]1[C:5]2[CH:6]=[CH:7][S:8][C:4]=2[CH:3]=[C:2]1[C:9]([OH:11])=O.[Br:12]C1SC2SC(Br)=CC=2C=1Br. (3) Given the product [F:12][C:8]1[CH:7]=[C:6]2[C:11]([C:2]([N:33]3[C:28]4[CH:27]=[C:26]([N:23]5[CH2:24][CH2:25][O:20][CH2:21][CH2:22]5)[CH:35]=[CH:34][C:29]=4[O:30][CH2:31][CH2:32]3)=[C:3]([CH3:19])[C:4]([C:13]3[CH:18]=[CH:17][CH:16]=[CH:15][N:14]=3)=[N:5]2)=[CH:10][CH:9]=1, predict the reactants needed to synthesize it. The reactants are: Cl[C:2]1[C:11]2[C:6](=[CH:7][C:8]([F:12])=[CH:9][CH:10]=2)[N:5]=[C:4]([C:13]2[CH:18]=[CH:17][CH:16]=[CH:15][N:14]=2)[C:3]=1[CH3:19].[O:20]1[CH2:25][CH2:24][N:23]([C:26]2[CH:35]=[CH:34][C:29]3[O:30][CH2:31][CH2:32][NH:33][C:28]=3[CH:27]=2)[CH2:22][CH2:21]1.CC(C1C=C(C(C)C)C(C2C=CC=CC=2P(C2CCCCC2)C2CCCCC2)=C(C(C)C)C=1)C.CC(C)([O-])C.[Na+]. (4) Given the product [C:38]([O:42][C:43]([N:45]1[CH2:50][CH2:49][N:48]([C:33]([C@@H:29]2[CH2:30][CH2:31][CH2:32][N:28]2[C:26](=[O:27])[CH2:25][NH:24][C:22](=[O:23])[C:21]2[CH:36]=[CH:37][C:18]([S:15](=[O:17])(=[O:16])[NH:14][C:9]3[CH:10]=[CH:11][CH:12]=[CH:13][C:8]=3[O:1][C:2]3[CH:7]=[CH:6][CH:5]=[CH:4][CH:3]=3)=[CH:19][CH:20]=2)=[O:35])[CH2:47][CH2:46]1)=[O:44])([CH3:41])([CH3:39])[CH3:40], predict the reactants needed to synthesize it. The reactants are: [O:1]([C:8]1[CH:13]=[CH:12][CH:11]=[CH:10][C:9]=1[NH:14][S:15]([C:18]1[CH:37]=[CH:36][C:21]([C:22]([NH:24][CH2:25][C:26]([N:28]2[CH2:32][CH2:31][CH2:30][C@H:29]2[C:33]([OH:35])=O)=[O:27])=[O:23])=[CH:20][CH:19]=1)(=[O:17])=[O:16])[C:2]1[CH:7]=[CH:6][CH:5]=[CH:4][CH:3]=1.[C:38]([O:42][C:43]([N:45]1[CH2:50][CH2:49][NH:48][CH2:47][CH2:46]1)=[O:44])([CH3:41])([CH3:40])[CH3:39]. (5) Given the product [Cl:1][C:2]1[N:7]=[C:6]([N:8]([C:16]2[CH:21]=[CH:20][CH:19]=[C:18]([NH:22][OH:23])[CH:17]=2)[C:9](=[O:15])[O:10][C:11]([CH3:14])([CH3:13])[CH3:12])[C:5]([F:25])=[CH:4][N:3]=1, predict the reactants needed to synthesize it. The reactants are: [Cl:1][C:2]1[N:7]=[C:6]([N:8]([C:16]2[CH:21]=[CH:20][CH:19]=[C:18]([N+:22]([O-])=[O:23])[CH:17]=2)[C:9](=[O:15])[O:10][C:11]([CH3:14])([CH3:13])[CH3:12])[C:5]([F:25])=[CH:4][N:3]=1.[NH4+].[Cl-].CCCCCC.C(OCC)(=O)C.